Dataset: Full USPTO retrosynthesis dataset with 1.9M reactions from patents (1976-2016). Task: Predict the reactants needed to synthesize the given product. (1) Given the product [I:26][C:25]1[C:18]2[C:17]([N:1]3[CH2:6][CH2:5][O:4][CH2:3][CH2:2]3)=[N:22][CH:21]=[N:20][C:19]=2[N:23]([CH2:29][O:30][CH2:31][CH2:32][Si:33]([CH3:34])([CH3:35])[CH3:36])[C:24]=1[CH:27]=[O:28], predict the reactants needed to synthesize it. The reactants are: [NH:1]1[CH2:6][CH2:5][O:4][CH2:3][CH2:2]1.C(N(CC)C(C)C)(C)C.Cl[C:17]1[C:18]2[C:25]([I:26])=[C:24]([CH:27]=[O:28])[N:23]([CH2:29][O:30][CH2:31][CH2:32][Si:33]([CH3:36])([CH3:35])[CH3:34])[C:19]=2[N:20]=[CH:21][N:22]=1. (2) The reactants are: [F:1][C:2]([F:17])([F:16])[CH2:3][NH:4][C:5]1[C:10]([NH2:11])=[CH:9][C:8]([C:12]([F:15])([F:14])[F:13])=[CH:7][N:6]=1.[CH2:18]([S:20][C:21]1[C:22]([C:31](O)=[O:32])=[N:23][CH:24]=[C:25]([C:27]([F:30])([F:29])[F:28])[CH:26]=1)[CH3:19].CCN=C=NCCCN(C)C.C1C=CC2N(O)N=NC=2C=1.C(O)(=O)CC(CC(O)=O)(C(O)=O)O. Given the product [F:17][C:2]([F:1])([F:16])[CH2:3][NH:4][C:5]1[C:10]([NH:11][C:31]([C:22]2[C:21]([S:20][CH2:18][CH3:19])=[CH:26][C:25]([C:27]([F:29])([F:30])[F:28])=[CH:24][N:23]=2)=[O:32])=[CH:9][C:8]([C:12]([F:13])([F:14])[F:15])=[CH:7][N:6]=1, predict the reactants needed to synthesize it. (3) Given the product [NH2:8][C:9]1[S:13][C:12]([C:14]2[C:19]([F:20])=[CH:18][CH:17]=[CH:16][C:15]=2[F:21])=[N:11][C:10]=1[C:22]([OH:24])=[O:23], predict the reactants needed to synthesize it. The reactants are: C(OC([NH:8][C:9]1[S:13][C:12]([C:14]2[C:19]([F:20])=[CH:18][CH:17]=[CH:16][C:15]=2[F:21])=[N:11][C:10]=1[C:22]([OH:24])=[O:23])=O)(C)(C)C.Cl.O1CCOCC1. (4) Given the product [CH3:13][C:14]1[N:51]=[C:17]2[N:18]([CH2:41][C:42]3([C:45]4[CH:50]=[CH:49][CH:48]=[CH:47][CH:46]=4)[CH2:44][CH2:43]3)[C:19](=[O:40])[C:20]([CH2:25][C:26]3[CH:31]=[CH:30][C:29]([C:32]4[CH:37]=[CH:36][CH:35]=[CH:34][C:33]=4[C:38]4[NH:3][C:4](=[O:7])[O:5][N:39]=4)=[CH:28][CH:27]=3)=[C:21]([CH2:22][CH2:23][CH3:24])[N:16]2[N:15]=1, predict the reactants needed to synthesize it. The reactants are: [Cl-].O[NH3+:3].[C:4](=[O:7])([O-])[OH:5].[Na+].CS(C)=O.[CH3:13][C:14]1[N:51]=[C:17]2[N:18]([CH2:41][C:42]3([C:45]4[CH:50]=[CH:49][CH:48]=[CH:47][CH:46]=4)[CH2:44][CH2:43]3)[C:19](=[O:40])[C:20]([CH2:25][C:26]3[CH:31]=[CH:30][C:29]([C:32]4[C:33]([C:38]#[N:39])=[CH:34][CH:35]=[CH:36][CH:37]=4)=[CH:28][CH:27]=3)=[C:21]([CH2:22][CH2:23][CH3:24])[N:16]2[N:15]=1. (5) Given the product [Cl:29][C:30]1[CH:35]=[CH:34][CH:33]=[CH:32][C:31]=1[S:36]([N:17]1[CH2:18][CH2:19][C:12]2([C:11](=[O:21])[N:10]([C:7]3[CH:8]=[CH:9][C:4]([O:3][C:2]([F:1])([F:22])[F:23])=[CH:5][CH:6]=3)[CH2:14][CH2:13]2)[CH2:15][C:16]1=[O:20])(=[O:38])=[O:37], predict the reactants needed to synthesize it. The reactants are: [F:1][C:2]([F:23])([F:22])[O:3][C:4]1[CH:9]=[CH:8][C:7]([N:10]2[CH2:14][CH2:13][C:12]3([CH2:19][CH2:18][NH:17][C:16](=[O:20])[CH2:15]3)[C:11]2=[O:21])=[CH:6][CH:5]=1.C([Li])CCC.[Cl:29][C:30]1[CH:35]=[CH:34][CH:33]=[CH:32][C:31]=1[S:36](Cl)(=[O:38])=[O:37]. (6) Given the product [CH3:1][O:2][C:3]1[CH:4]=[C:5]2[C:10](=[CH:11][C:12]=1[O:13][CH2:27][CH2:28][N:29]1[C:30](=[O:39])[C:31]3[C:36](=[CH:35][CH:34]=[CH:33][CH:32]=3)[C:37]1=[O:38])[N:9]=[CH:8][CH:7]=[C:6]2[O:14][C:15]1[C:16]([CH3:25])=[N:17][C:18]2[C:23]([CH:24]=1)=[CH:22][CH:21]=[CH:20][CH:19]=2, predict the reactants needed to synthesize it. The reactants are: [CH3:1][O:2][C:3]1[CH:4]=[C:5]2[C:10](=[CH:11][C:12]=1[OH:13])[N:9]=[CH:8][CH:7]=[C:6]2[O:14][C:15]1[C:16]([CH3:25])=[N:17][C:18]2[C:23]([CH:24]=1)=[CH:22][CH:21]=[CH:20][CH:19]=2.Br[CH2:27][CH2:28][N:29]1[C:37](=[O:38])[C:36]2[C:31](=[CH:32][CH:33]=[CH:34][CH:35]=2)[C:30]1=[O:39].C(=O)([O-])[O-].[K+].[K+]. (7) Given the product [C:33]([CH:11]([NH:10][C@@H:8]1[CH2:9][C@H:7]1[C:1]1[CH:6]=[CH:5][CH:4]=[CH:3][CH:2]=1)[CH:13]1[CH2:18][CH2:17][N:16]([CH2:19][CH2:20][CH2:21][C:22]2[CH:32]=[CH:31][C:25]([C:26]([O:28][CH2:29][CH3:30])=[O:27])=[CH:24][CH:23]=2)[CH2:15][CH2:14]1)#[N:34], predict the reactants needed to synthesize it. The reactants are: [C:1]1([C@@H:7]2[CH2:9][C@H:8]2[NH2:10])[CH:6]=[CH:5][CH:4]=[CH:3][CH:2]=1.[CH:11]([CH:13]1[CH2:18][CH2:17][N:16]([CH2:19][CH2:20][CH2:21][C:22]2[CH:32]=[CH:31][C:25]([C:26]([O:28][CH2:29][CH3:30])=[O:27])=[CH:24][CH:23]=2)[CH2:15][CH2:14]1)=O.[C:33]([BH3-])#[N:34].[Na+]. (8) Given the product [C:1]([C:4]1[CH:9]=[CH:8][C:7]([CH2:10][C:11]([O:13][CH2:35][C:34]2[CH:37]=[CH:38][C:31]([N+:28]([O-:30])=[O:29])=[CH:32][CH:33]=2)=[O:12])=[C:6]([NH:14][C:15]([O:17][CH2:18][CH:19]=[CH2:20])=[O:16])[CH:5]=1)(=[O:3])[CH3:2], predict the reactants needed to synthesize it. The reactants are: [C:1]([C:4]1[CH:9]=[CH:8][C:7]([CH2:10][C:11]([OH:13])=[O:12])=[C:6]([NH:14][C:15]([O:17][CH2:18][CH:19]=[CH2:20])=[O:16])[CH:5]=1)(=[O:3])[CH3:2].C(N(CC)CC)C.[N+:28]([C:31]1[CH:38]=[CH:37][C:34]([CH2:35]Br)=[CH:33][CH:32]=1)([O-:30])=[O:29].O. (9) Given the product [N+:21]([C:8]1[CH:9]=[N:10][C:11]2[C:6]([C:7]=1[OH:13])=[CH:5][CH:4]=[C:3]([C:2]([F:1])([F:14])[F:15])[CH:12]=2)([O-:23])=[O:22], predict the reactants needed to synthesize it. The reactants are: [F:1][C:2]([F:15])([F:14])[C:3]1[CH:12]=[C:11]2[C:6]([C:7]([OH:13])=[CH:8][CH:9]=[N:10]2)=[CH:5][CH:4]=1.C(O)(=O)CC.[N+:21]([O-])([OH:23])=[O:22].